Dataset: M1 muscarinic receptor antagonist screen with 61,756 compounds. Task: Binary Classification. Given a drug SMILES string, predict its activity (active/inactive) in a high-throughput screening assay against a specified biological target. (1) The drug is Brc1oc(c2nc(on2)CCc2ccccc2)cc1. The result is 0 (inactive). (2) The compound is O1CCN(CC1)Cc1ccc(cc1)C(=O)NCCc1ccc(OC)cc1. The result is 0 (inactive). (3) The molecule is S(CC(=O)NCC1OCCC1)c1nn2c(nnc2cc1)c1cccnc1. The result is 0 (inactive). (4) The compound is O1CCN(c2n(C(C)C(=O)c3ccccc3)c3c(n2)n(c(=O)n(c3=O)C)C)CC1. The result is 0 (inactive).